This data is from Full USPTO retrosynthesis dataset with 1.9M reactions from patents (1976-2016). The task is: Predict the reactants needed to synthesize the given product. (1) Given the product [C:1]([O:4][CH2:5]/[CH:6]=[CH:7]/[CH:13]([O:14][CH2:15][CH3:16])[O:17][CH2:18][CH3:19])(=[O:3])[CH3:2], predict the reactants needed to synthesize it. The reactants are: [C:1]([O:4][CH2:5]/[CH:6]=[CH:7]/C=O)(=[O:3])[CH3:2].C(O[CH:13]([O:17][CH2:18][CH3:19])[O:14][CH2:15][CH3:16])C. (2) Given the product [F:21][C:19]1[CH:18]=[C:8]([NH:9][C:10]2[CH:15]=[CH:14][C:13]([I:16])=[CH:12][C:11]=2[F:17])[C:7]([N+:22]([O-:24])=[O:23])=[C:6]([CH:20]=1)[O:5][C:4]1[CH:3]=[C:2]([NH:1][S:57]([CH2:55][CH3:56])(=[O:59])=[O:58])[CH:27]=[CH:26][CH:25]=1, predict the reactants needed to synthesize it. The reactants are: [NH2:1][C:2]1[CH:3]=[C:4]([CH:25]=[CH:26][CH:27]=1)[O:5][C:6]1[C:7]([N+:22]([O-:24])=[O:23])=[C:8]([CH:18]=[C:19]([F:21])[CH:20]=1)[NH:9][C:10]1[CH:15]=[CH:14][C:13]([I:16])=[CH:12][C:11]=1[F:17].NC1C=C(C=CC=1)OC1C=C(F)C([N+]([O-])=O)=C(C=1)NC1C=CC(I)=CC=1F.[CH2:55]([S:57](Cl)(=[O:59])=[O:58])[CH3:56].FC1C([N+]([O-])=O)=C(C=C(NC2C=CC(I)=CC=2F)C=1)OC1C=C(NS(CC)(=O)=O)C=CC=1. (3) The reactants are: [S:1]1[CH:5]=[CH:4][CH:3]=[C:2]1[C:6]([OH:8])=O.[CH2:9]([NH:11][CH2:12][C:13]([CH2:19][NH:20][C:21]1[CH:29]=[CH:28][CH:27]=[C:26]2[C:22]=1[CH:23]=[N:24][N:25]2[C:30]1[CH:35]=[CH:34][C:33]([F:36])=[CH:32][CH:31]=1)([OH:18])[C:14]([F:17])([F:16])[F:15])[CH3:10]. Given the product [CH2:9]([N:11]([CH2:12][C:13]([CH2:19][NH:20][C:21]1[CH:29]=[CH:28][CH:27]=[C:26]2[C:22]=1[CH:23]=[N:24][N:25]2[C:30]1[CH:31]=[CH:32][C:33]([F:36])=[CH:34][CH:35]=1)([OH:18])[C:14]([F:16])([F:17])[F:15])[C:6]([C:2]1[S:1][CH:5]=[CH:4][CH:3]=1)=[O:8])[CH3:10], predict the reactants needed to synthesize it. (4) Given the product [CH3:13][S:14]([C:16]1[CH:21]=[CH:20][C:19]([C:2]2[CH:3]=[C:4]([CH:11]=[O:12])[CH:5]=[C:6]3[C:10]=2[NH:9][CH:8]=[CH:7]3)=[CH:18][CH:17]=1)=[O:15], predict the reactants needed to synthesize it. The reactants are: Br[C:2]1[CH:3]=[C:4]([CH:11]=[O:12])[CH:5]=[C:6]2[C:10]=1[NH:9][CH:8]=[CH:7]2.[CH3:13][S:14]([C:16]1[CH:21]=[CH:20][C:19](B(O)O)=[CH:18][CH:17]=1)=[O:15].C([O-])([O-])=O.[Na+].[Na+]. (5) Given the product [CH3:29][N:30]([CH3:31])[CH:19]1[CH2:20][N:17]([C:15]2[N:16]=[C:11]([NH:10][C@H:8]([C:5]3[CH:6]=[CH:7][C:2]([F:1])=[CH:3][CH:4]=3)[CH3:9])[N:12]=[C:13]([NH:22][C:23]3[CH:28]=[N:27][CH:26]=[CH:25][N:24]=3)[CH:14]=2)[CH2:18]1, predict the reactants needed to synthesize it. The reactants are: [F:1][C:2]1[CH:7]=[CH:6][C:5]([C@@H:8]([NH:10][C:11]2[N:16]=[C:15]([N:17]3[CH2:20][C:19](=O)[CH2:18]3)[CH:14]=[C:13]([NH:22][C:23]3[CH:28]=[N:27][CH:26]=[CH:25][N:24]=3)[N:12]=2)[CH3:9])=[CH:4][CH:3]=1.[CH3:29][NH:30][CH3:31].O1CCCC1.C(O)(=O)C.C(O[BH-](OC(=O)C)OC(=O)C)(=O)C.[Na+]. (6) Given the product [ClH:22].[OH:1][CH2:2][C@H:3]1[CH2:7][CH2:6][CH2:5][N:4]1[CH2:8][CH2:9][C:10]1[O:11][C:12]([C:14]2[C:19]([CH:20]=1)=[C:18]([CH3:21])[CH:17]=[CH:16][CH:15]=2)=[O:13], predict the reactants needed to synthesize it. The reactants are: [OH:1][CH2:2][C@H:3]1[CH2:7][CH2:6][CH2:5][N:4]1[CH2:8][CH2:9][C:10]1[O:11][C:12]([C:14]2[C:19]([CH:20]=1)=[C:18]([CH3:21])[CH:17]=[CH:16][CH:15]=2)=[O:13].[ClH:22]. (7) Given the product [OH:3][C@H:19]1[CH2:20][NH:13][C@H:14]([C:15]([OH:17])=[O:16])[CH2:18]1, predict the reactants needed to synthesize it. The reactants are: C1N(CCS(O)(=O)=O)CC[O:3]C1.[NH:13]1[CH2:20][CH2:19][CH2:18][C@H:14]1[C:15]([OH:17])=[O:16].O=C(CCC([O-])=O)C([O-])=O.O=C1O[C@H]([C@H](CO)O)C(O)=C1O.